Dataset: Reaction yield outcomes from USPTO patents with 853,638 reactions. Task: Predict the reaction yield, written as a fraction of the theoretical maximum amount of product (1.0 means a 100% yield; for example, 0.34 means a 34% yield). The reactants are C1([CH:7]([C:16]2[CH:21]=[CH:20][CH:19]=[CH:18][CH:17]=2)[C@H:8]([O:12][CH2:13][CH:14]=C)[CH2:9][CH:10]=C)C=CC=CC=1. The catalyst is Cl[Ru](=CC1C=CC=CC=1)([P](C1CCCCC1)(C1CCCCC1)C1CCCCC1)([P](C1CCCCC1)(C1CCCCC1)C1CCCCC1)Cl. The product is [CH:7]([C@H:8]1[CH2:9][CH:10]=[CH:14][CH2:13][O:12]1)([C:16]1[CH:21]=[CH:20][CH:19]=[CH:18][CH:17]=1)[C:16]1[CH:17]=[CH:18][CH:19]=[CH:20][CH:21]=1. The yield is 0.890.